From a dataset of Full USPTO retrosynthesis dataset with 1.9M reactions from patents (1976-2016). Predict the reactants needed to synthesize the given product. (1) Given the product [CH2:29]([O:36][NH:37][C:14](=[O:15])[CH2:13][CH:12]([C:6]1[CH:7]=[CH:8][C:9]([O:10][CH3:11])=[C:4]([O:3][CH2:1][CH3:2])[CH:5]=1)[N:17]1[C:18](=[O:27])[C:19]2=[CH:26][CH:25]=[CH:24][CH:23]=[C:20]2[C:21]1=[O:22])[C:30]1[CH:35]=[CH:34][CH:33]=[CH:32][CH:31]=1, predict the reactants needed to synthesize it. The reactants are: [CH2:1]([O:3][C:4]1[CH:5]=[C:6]([CH:12]([N:17]2[C:21](=[O:22])[C:20]3=[CH:23][CH:24]=[CH:25][CH:26]=[C:19]3[C:18]2=[O:27])[CH2:13][C:14](O)=[O:15])[CH:7]=[CH:8][C:9]=1[O:10][CH3:11])[CH3:2].Cl.[CH2:29]([O:36][NH2:37])[C:30]1[CH:35]=[CH:34][CH:33]=[CH:32][CH:31]=1. (2) Given the product [F:33][C:34]1[CH:41]=[C:40]([F:42])[CH:39]=[CH:38][C:35]=1[CH2:36][O:8][C:7]1[CH:6]=[C:5]([CH3:9])[N:4]([C:10]2[CH:11]=[C:12]([CH:17]=[CH:18][C:19]=2[CH3:20])[C:13]([O:15][CH3:16])=[O:14])[C:3](=[O:21])[C:2]=1[Br:1], predict the reactants needed to synthesize it. The reactants are: [Br:1][C:2]1[C:3](=[O:21])[N:4]([C:10]2[CH:11]=[C:12]([CH:17]=[CH:18][C:19]=2[CH3:20])[C:13]([O:15][CH3:16])=[O:14])[C:5]([CH3:9])=[CH:6][C:7]=1[OH:8].CN(C)C=O.C([O-])([O-])=O.[K+].[K+].[F:33][C:34]1[CH:41]=[C:40]([F:42])[CH:39]=[CH:38][C:35]=1[CH2:36]Cl. (3) Given the product [Cl:1][C:2]1[CH:3]=[C:4]([N:24]2[C:29](=[O:30])[NH:28][C:27](=[O:31])[C:26]([C:32]([OH:33])=[O:42])=[N:25]2)[CH:5]=[C:6]([Cl:23])[C:7]=1[C:8]([C:11]1[N:15]=[C:14]([C:16]2[CH:21]=[CH:20][CH:19]=[CH:18][C:17]=2[CH3:22])[O:13][N:12]=1)([CH3:9])[CH3:10], predict the reactants needed to synthesize it. The reactants are: [Cl:1][C:2]1[CH:3]=[C:4]([N:24]2[C:29](=[O:30])[NH:28][C:27](=[O:31])[C:26]([C:32](NC(=O)OCC)=[O:33])=[N:25]2)[CH:5]=[C:6]([Cl:23])[C:7]=1[C:8]([C:11]1[N:15]=[C:14]([C:16]2[CH:21]=[CH:20][CH:19]=[CH:18][C:17]=2[CH3:22])[O:13][N:12]=1)([CH3:10])[CH3:9].C(O)(=[O:42])C. (4) Given the product [CH2:22]([O:29][C:30]1[CH:31]=[C:32]([CH2:50][C:51]([CH3:56])([CH3:55])[CH2:52][C:53]#[N:54])[CH:33]=[CH:34][C:35]=1[N:36]1[CH2:40][C:39](=[O:41])[NH:38][S:37]1(=[O:49])=[O:48])[C:23]1[CH:24]=[CH:25][CH:26]=[CH:27][CH:28]=1, predict the reactants needed to synthesize it. The reactants are: [N-]=C=O.CCCC[N+](CCCC)(CCCC)CCCC.[F-].[CH2:22]([O:29][C:30]1[CH:31]=[C:32]([CH2:50][C:51]([CH3:56])([CH3:55])[CH2:52][C:53]#[N:54])[CH:33]=[CH:34][C:35]=1[N:36]1[CH2:40][C:39](=[O:41])[N:38](CC[Si](C)(C)C)[S:37]1(=[O:49])=[O:48])[C:23]1[CH:28]=[CH:27][CH:26]=[CH:25][CH:24]=1. (5) Given the product [NH3:19].[OH:1][C:2]1[CH:3]=[C:4]([C:8]2[CH:13]=[CH:12][CH:11]=[C:10]([CH2:14][O:15][CH:16]3[CH2:17][CH2:18][N:19]([C:22]([CH3:41])([CH3:40])[CH2:23][CH2:24][C:25]([C:28]4[CH:29]=[CH:30][CH:31]=[CH:32][CH:33]=4)([C:34]4[CH:35]=[CH:36][CH:37]=[CH:38][CH:39]=4)[C:26]([NH2:27])=[O:42])[CH2:20][CH2:21]3)[CH:9]=2)[CH:5]=[CH:6][CH:7]=1, predict the reactants needed to synthesize it. The reactants are: [OH:1][C:2]1[CH:3]=[C:4]([C:8]2[CH:13]=[CH:12][CH:11]=[C:10]([CH2:14][O:15][CH:16]3[CH2:21][CH2:20][N:19]([C:22]([CH3:41])([CH3:40])[CH2:23][CH2:24][C:25]([C:34]4[CH:39]=[CH:38][CH:37]=[CH:36][CH:35]=4)([C:28]4[CH:33]=[CH:32][CH:31]=[CH:30][CH:29]=4)[C:26]#[N:27])[CH2:18][CH2:17]3)[CH:9]=2)[CH:5]=[CH:6][CH:7]=1.[OH-:42].[K+].